Task: Predict the reaction yield, written as a fraction of the theoretical maximum amount of product (1.0 means a 100% yield; for example, 0.34 means a 34% yield).. Dataset: Reaction yield outcomes from USPTO patents with 853,638 reactions (1) The reactants are [CH:1]([C@@H:14]1[CH2:20][C@@H:19]2[C@@H:17]([O:18]2)[CH2:16][O:15]1)([C:8]1[CH:13]=[CH:12][CH:11]=[CH:10][CH:9]=1)[C:2]1[CH:7]=[CH:6][CH:5]=[CH:4][CH:3]=1.[CH3:21][O:22][C:23]1[CH:24]=[C:25]([CH:28]=[C:29]([O:31][CH3:32])[CH:30]=1)[CH2:26][NH2:27]. No catalyst specified. The product is [CH:1]([C@@H:14]1[CH2:20][C@@H:19]([OH:18])[C@H:17]([NH:27][CH2:26][C:25]2[CH:28]=[C:29]([O:31][CH3:32])[CH:30]=[C:23]([O:22][CH3:21])[CH:24]=2)[CH2:16][O:15]1)([C:8]1[CH:13]=[CH:12][CH:11]=[CH:10][CH:9]=1)[C:2]1[CH:3]=[CH:4][CH:5]=[CH:6][CH:7]=1. The yield is 0.950. (2) The reactants are [C:1]([O:5][C:6]([N:8]1[CH2:13][CH2:12][O:11][CH:10]([C:14]([OH:16])=[O:15])[CH2:9]1)=[O:7])([CH3:4])([CH3:3])[CH3:2].[C:17](=O)([O-])[O-].[K+].[K+].IC. The catalyst is CN(C)C=O.O. The product is [CH3:17][O:15][C:14]([CH:10]1[O:11][CH2:12][CH2:13][N:8]([C:6]([O:5][C:1]([CH3:4])([CH3:2])[CH3:3])=[O:7])[CH2:9]1)=[O:16]. The yield is 0.790. (3) The reactants are C([O:8][C:9]1[CH:10]=[C:11]2[C:16](=[CH:17][C:18]=1[O:19][CH3:20])[N:15]=[N:14][CH:13]=[C:12]2[N:21]1[CH2:26][CH2:25][O:24][CH:23]([C:27]2[CH:32]=[CH:31][C:30]([O:33][CH3:34])=[CH:29][CH:28]=2)[CH2:22]1)C1C=CC=CC=1.FC(F)(F)C(O)=O.C1(OC)C=CC=CC=1. No catalyst specified. The product is [OH:8][C:9]1[CH:10]=[C:11]2[C:16](=[CH:17][C:18]=1[O:19][CH3:20])[N:15]=[N:14][CH:13]=[C:12]2[N:21]1[CH2:26][CH2:25][O:24][CH:23]([C:27]2[CH:32]=[CH:31][C:30]([O:33][CH3:34])=[CH:29][CH:28]=2)[CH2:22]1. The yield is 0.712.